From a dataset of Forward reaction prediction with 1.9M reactions from USPTO patents (1976-2016). Predict the product of the given reaction. (1) Given the reactants [F:1][C:2]1[CH:10]=[CH:9][C:5]([C:6]([OH:8])=[O:7])=[CH:4][C:3]=1[N+:11]([O-:13])=[O:12].CO.[CH3:16][Si](C=[N+]=[N-])(C)C, predict the reaction product. The product is: [F:1][C:2]1[CH:10]=[CH:9][C:5]([C:6]([O:8][CH3:16])=[O:7])=[CH:4][C:3]=1[N+:11]([O-:13])=[O:12]. (2) Given the reactants Br[C:2]1[CH:15]=[CH:14][C:5]([O:6][C:7]2[CH:12]=[CH:11][CH:10]=[C:9]([F:13])[N:8]=2)=[C:4]([O:16][CH3:17])[CH:3]=1.[CH2:18]([OH:22])[CH2:19][C:20]#C, predict the reaction product. The product is: [F:13][C:9]1[N:8]=[C:7]([O:6][C:5]2[CH:14]=[CH:15][C:2]([C:20]#[C:19][CH2:18][OH:22])=[CH:3][C:4]=2[O:16][CH3:17])[CH:12]=[CH:11][CH:10]=1. (3) Given the reactants [O:1]=[C:2]1[CH2:16][C:4]2([CH2:7][CH:6]([NH:8][C:9](=[O:15])[O:10][C:11]([CH3:14])([CH3:13])[CH3:12])[CH2:5]2)[CH2:3]1.[CH3:17][Li], predict the reaction product. The product is: [OH:1][C:2]1([CH3:17])[CH2:3][C:4]2([CH2:7][CH:6]([NH:8][C:9](=[O:15])[O:10][C:11]([CH3:13])([CH3:12])[CH3:14])[CH2:5]2)[CH2:16]1. (4) The product is: [CH3:10][C:4]1[CH:5]=[C:6]([CH3:9])[CH:7]=[CH:8][C:3]=1[C:2]1([C:11]2[CH:16]=[CH:15][CH:14]=[CH:13][CH:12]=2)[CH2:27][NH:26][CH2:25][CH2:24][N:23]1[CH3:28]. Given the reactants Cl[CH:2]([C:11]1[CH:16]=[CH:15][CH:14]=[CH:13][CH:12]=1)[C:3]1[CH:8]=[CH:7][C:6]([CH3:9])=[CH:5][C:4]=1[CH3:10].C([O-])([O-])=O.[K+].[K+].[NH:23]1[CH2:28][CH2:27][NH:26][CH2:25][CH2:24]1, predict the reaction product. (5) Given the reactants [C:1]1(=[O:11])[O:6][C:4](=[O:5])[C:3]2=[CH:7][CH:8]=[CH:9][CH:10]=[C:2]12.[OH:12][CH2:13][CH:14]([CH2:16][OH:17])[OH:15], predict the reaction product. The product is: [OH:12][CH2:13][CH:14]([CH2:16][OH:17])[OH:15].[C:1]([O-:6])(=[O:11])[C:2]1[C:3](=[CH:7][CH:8]=[CH:9][CH:10]=1)[C:4]([O-:12])=[O:5]. (6) Given the reactants [CH3:1][N:2]1[CH2:27][CH2:26][C:5]2[N:6]([CH2:14][CH:15]([C:17]3[CH:18]=[CH:19][C:20]([C:23](O)=[O:24])=[N:21][CH:22]=3)[OH:16])[C:7]3[CH:8]=[CH:9][C:10]([CH3:13])=[CH:11][C:12]=3[C:4]=2[CH2:3]1.[CH2:28]1[CH2:32][N:31]([P+](ON2N=NC3C=CC=CC2=3)([N:31]2[CH2:32][CH2:28][CH2:29][CH2:30]2)[N:31]2[CH2:32][CH2:28][CH2:29][CH2:30]2)[CH2:30][CH2:29]1.F[P-](F)(F)(F)(F)F.C(N(CC)CC)C.N1CCCC1, predict the reaction product. The product is: [CH3:1][N:2]1[CH2:3][CH2:4][C:5]2[N:6]([CH2:14][CH:15]([C:17]3[CH:18]=[CH:19][C:20]([C:23]([N:31]4[CH2:32][CH2:28][CH2:29][CH2:30]4)=[O:24])=[N:21][CH:22]=3)[OH:16])[C:7]3[CH:12]=[CH:11][C:10]([CH3:13])=[CH:9][C:8]=3[C:26]=2[CH2:27]1. (7) The product is: [C:24]([O:23][C:21](=[O:22])[C:20]([S:11][C:7]1[CH:8]=[C:9]2[C:4](=[CH:5][CH:6]=1)[CH2:3][CH:2]([NH2:1])[CH2:10]2)([CH3:29])[CH3:28])([CH3:27])([CH3:26])[CH3:25]. Given the reactants [NH2:1][CH:2]1[CH2:10][C:9]2[C:4](=[CH:5][CH:6]=[C:7]([S:11]C(=O)N(C)C)[CH:8]=2)[CH2:3]1.[OH-].[K+].Br[C:20]([CH3:29])([CH3:28])[C:21]([O:23][C:24]([CH3:27])([CH3:26])[CH3:25])=[O:22], predict the reaction product.